From a dataset of CYP1A2 inhibition data for predicting drug metabolism from PubChem BioAssay. Regression/Classification. Given a drug SMILES string, predict its absorption, distribution, metabolism, or excretion properties. Task type varies by dataset: regression for continuous measurements (e.g., permeability, clearance, half-life) or binary classification for categorical outcomes (e.g., BBB penetration, CYP inhibition). Dataset: cyp1a2_veith. (1) The drug is CCCN1CCO[C@@H]2c3cc(O)ccc3OC[C@@H]21. The result is 1 (inhibitor). (2) The compound is CC1CC(OCC(O)CN2CCN(Cc3ccccc3)CC2)CC(C)(C)C1.Cl. The result is 0 (non-inhibitor). (3) The molecule is Cc1ccc(-[n+]2cc(=O)o[nH]2)cc1. The result is 1 (inhibitor). (4) The drug is c1cc2c(cc1C1CCCCC1)c1c3n2CCN[C@H]3CCC1. The result is 1 (inhibitor).